This data is from Catalyst prediction with 721,799 reactions and 888 catalyst types from USPTO. The task is: Predict which catalyst facilitates the given reaction. (1) Reactant: [OH:1][C:2]1([C:15]([O:17][CH3:18])=[O:16])[CH2:7][CH2:6][N:5]([C:8]([O:10][C:11]([CH3:14])([CH3:13])[CH3:12])=[O:9])[CH2:4][CH2:3]1.[H-].[Na+].[CH2:21](Br)[C:22]1[CH:27]=[CH:26][CH:25]=[CH:24][CH:23]=1.C(OCC)(=O)C. Product: [CH2:21]([O:1][C:2]1([C:15]([O:17][CH3:18])=[O:16])[CH2:3][CH2:4][N:5]([C:8]([O:10][C:11]([CH3:12])([CH3:13])[CH3:14])=[O:9])[CH2:6][CH2:7]1)[C:22]1[CH:27]=[CH:26][CH:25]=[CH:24][CH:23]=1. The catalyst class is: 3. (2) Reactant: [CH2:1]([C:3]1[S:28][C:6]2[N:7]([CH2:13][C:14]3[CH:19]=[CH:18][C:17]([C:20]4[C:21]([C:26]#[N:27])=[CH:22][CH:23]=[CH:24][CH:25]=4)=[CH:16][CH:15]=3)[C:8](=[O:12])[NH:9][C:10](=[O:11])[C:5]=2[CH:4]=1)[CH3:2].N(C(N1CCCCC1)=O)=NC(N1CCCCC1)=O.C(P(CCCC)CCCC)CCC.[CH3:60][C:61]1([CH2:65]O)[CH2:64][O:63][CH2:62]1. Product: [CH2:1]([C:3]1[S:28][C:6]2[N:7]([CH2:13][C:14]3[CH:19]=[CH:18][C:17]([C:20]4[C:21]([C:26]#[N:27])=[CH:22][CH:23]=[CH:24][CH:25]=4)=[CH:16][CH:15]=3)[C:8](=[O:12])[N:9]([CH2:60][C:61]3([CH3:65])[CH2:64][O:63][CH2:62]3)[C:10](=[O:11])[C:5]=2[CH:4]=1)[CH3:2]. The catalyst class is: 7. (3) Reactant: [F:1][C:2]1[C:7]([N+:8]([O-])=O)=[CH:6][CH:5]=[C:4](F)[C:3]=1[C@:12]1([CH3:23])[CH2:17][C@@H:16]([C:18]([F:21])([F:20])[F:19])[O:15][C:14]([NH2:22])=[N:13]1.CCN(CC)CC. Product: [NH2:8][C:7]1[C:2]([F:1])=[C:3]([C@:12]2([CH3:23])[CH2:17][C@@H:16]([C:18]([F:20])([F:21])[F:19])[O:15][C:14]([NH2:22])=[N:13]2)[CH:4]=[CH:5][CH:6]=1. The catalyst class is: 29. (4) Reactant: [F:1][C:2]1[CH:7]=[C:6]([F:8])[C:5]([F:9])=[CH:4][C:3]=1[C:10]1[N:11]=[C:12]2[N:16]([CH:17]=1)[CH:15]=[CH:14][O:13]2.CN(C=O)C.C1C(=O)N([I:30])C(=O)C1. Product: [I:30][C:17]1[N:16]2[C:12]([O:13][CH:14]=[CH:15]2)=[N:11][C:10]=1[C:3]1[CH:4]=[C:5]([F:9])[C:6]([F:8])=[CH:7][C:2]=1[F:1]. The catalyst class is: 6. (5) Product: [F:1][C:2]1[CH:7]=[CH:6][C:5]([C:8]2[N:13]=[N:12][C:11]([N:14]3[CH2:19][CH2:18][CH:17]([NH:20][CH3:21])[CH2:16][CH2:15]3)=[C:10]([CH3:29])[C:9]=2[CH3:30])=[CH:4][CH:3]=1. Reactant: [F:1][C:2]1[CH:7]=[CH:6][C:5]([C:8]2[N:13]=[N:12][C:11]([N:14]3[CH2:19][CH2:18][CH:17]([N:20](C)[C:21](=O)OC(C)(C)C)[CH2:16][CH2:15]3)=[C:10]([CH3:29])[C:9]=2[CH3:30])=[CH:4][CH:3]=1.Cl. The catalyst class is: 12. (6) Reactant: Cl.Cl.[NH2:3][NH2:4].O[C:6]([CH2:17][C:18]([C:20]1[CH:25]=[CH:24][C:23]([O:26][CH2:27][C:28]2[CH:33]=[CH:32][CH:31]=[CH:30][CH:29]=2)=[CH:22][CH:21]=1)=O)([C:12]([O:14][CH2:15][CH3:16])=[O:13])[C:7](OCC)=[O:8]. Product: [CH2:27]([O:26][C:23]1[CH:24]=[CH:25][C:20]([C:18]2[CH:17]=[C:6]([C:12]([O:14][CH2:15][CH3:16])=[O:13])[C:7](=[O:8])[NH:3][N:4]=2)=[CH:21][CH:22]=1)[C:28]1[CH:33]=[CH:32][CH:31]=[CH:30][CH:29]=1. The catalyst class is: 8.